Dataset: Full USPTO retrosynthesis dataset with 1.9M reactions from patents (1976-2016). Task: Predict the reactants needed to synthesize the given product. (1) The reactants are: [CH3:1][N:2]1[CH2:7][CH2:6][CH2:5][CH:4]([O:8][C:9]([N:11]2[C:17]3[CH:18]=[CH:19][C:20]([NH2:22])=[CH:21][C:16]=3[O:15][CH2:14][CH2:13][CH2:12]2)=[O:10])[CH2:3]1.Cl[C:24]1[N:29]=[C:28]([NH:30][C:31]2[C:40]([F:41])=[CH:39][CH:38]=[CH:37][C:32]=2[C:33]([NH:35][CH3:36])=[O:34])[C:27]([Cl:42])=[CH:26][N:25]=1. Given the product [CH3:1][N:2]1[CH2:7][CH2:6][CH2:5][CH:4]([O:8][C:9]([N:11]2[C:17]3[CH:18]=[CH:19][C:20]([NH:22][C:24]4[N:29]=[C:28]([NH:30][C:31]5[C:32]([C:33](=[O:34])[NH:35][CH3:36])=[CH:37][CH:38]=[CH:39][C:40]=5[F:41])[C:27]([Cl:42])=[CH:26][N:25]=4)=[CH:21][C:16]=3[O:15][CH2:14][CH2:13][CH2:12]2)=[O:10])[CH2:3]1, predict the reactants needed to synthesize it. (2) Given the product [CH3:1][O:2][C:3](=[O:15])[CH2:4][C@H:5]1[C:9]2[CH:10]=[C:11]([Br:16])[C:12]([OH:14])=[CH:13][C:8]=2[O:7][CH2:6]1, predict the reactants needed to synthesize it. The reactants are: [CH3:1][O:2][C:3](=[O:15])[CH2:4][C@H:5]1[C:9]2[CH:10]=[CH:11][C:12]([OH:14])=[CH:13][C:8]=2[O:7][CH2:6]1.[Br:16]N1C(=O)CCC1=O. (3) Given the product [CH3:8][C@@H:9]([O:13][C:14]1[N:22]=[C:21]2[C:17]([N:18]=[C:19]([O:23][CH3:24])[N:20]2[CH2:27][CH2:28][CH2:29][CH2:30][CH:31]2[CH2:35][CH2:34][O:33][CH2:32]2)=[C:16]([NH2:25])[N:15]=1)[CH2:10][CH2:11][CH3:12], predict the reactants needed to synthesize it. The reactants are: FC(F)(F)C(O)=O.[CH3:8][C@@H:9]([O:13][C:14]1[NH:15][C:16]([NH2:25])=[C:17]2[C:21]([N:22]=1)=[N:20][C:19]([O:23][CH3:24])=[N:18]2)[CH2:10][CH2:11][CH3:12].Br[CH2:27][CH2:28][CH2:29][CH2:30][CH:31]1[CH2:35][CH2:34][O:33][CH2:32]1. (4) Given the product [Cl:12][C:13]1[CH:18]=[CH:17][C:16]([C:2]2[C:10]3[C:5](=[N:6][CH:7]=[N:8][C:9]=3[NH2:11])[NH:4][N:3]=2)=[CH:15][C:14]=1[O:22][CH3:23], predict the reactants needed to synthesize it. The reactants are: I[C:2]1[C:10]2[C:5](=[N:6][CH:7]=[N:8][C:9]=2[NH2:11])[NH:4][N:3]=1.[Cl:12][C:13]1[CH:18]=[CH:17][C:16](B(O)O)=[CH:15][C:14]=1[O:22][CH3:23].C(=O)([O-])[O-].[Na+].[Na+].ClCCl. (5) The reactants are: [CH3:1][O:2][C:3]1[N:8]=[CH:7][C:6]([NH:9][C:10]2[C:19]([C:20]3[N:28]=[C:27]([CH3:29])[N:26]=[C:25]4[C:21]=3[N:22]=[CH:23][N:24]4C3CCCCO3)=[CH:18][C:17]3[C:12](=[CH:13][CH:14]=[CH:15][CH:16]=3)[N:11]=2)=[CH:5][CH:4]=1. Given the product [CH3:1][O:2][C:3]1[N:8]=[CH:7][C:6]([NH:9][C:10]2[C:19]([C:20]3[N:28]=[C:27]([CH3:29])[N:26]=[C:25]4[C:21]=3[N:22]=[CH:23][NH:24]4)=[CH:18][C:17]3[C:12](=[CH:13][CH:14]=[CH:15][CH:16]=3)[N:11]=2)=[CH:5][CH:4]=1, predict the reactants needed to synthesize it. (6) The reactants are: [C:1]1([C:15]([O:17][C:18]([CH3:21])([CH3:20])[CH3:19])=[O:16])[CH:6]=[C:5]([C:7]([O:9]C)=[O:8])[CH:4]=[C:3]([C:11]([O:13]C)=[O:12])[CH:2]=1.[OH-].[Na+].Cl. Given the product [C:18]([O:17][C:15]([C:1]1[CH:2]=[C:3]([C:11]([OH:13])=[O:12])[CH:4]=[C:5]([CH:6]=1)[C:7]([OH:9])=[O:8])=[O:16])([CH3:21])([CH3:19])[CH3:20], predict the reactants needed to synthesize it. (7) Given the product [Br:1][C:2]1[CH:3]=[CH:4][C:5]([I:10])=[C:6]([CH:9]=1)[CH:7]=[O:24], predict the reactants needed to synthesize it. The reactants are: [Br:1][C:2]1[CH:3]=[CH:4][C:5]([I:10])=[C:6]([CH:9]=1)[C:7]#N.[H-].C([Al+]CC(C)C)C(C)C.C1C[O:24]CC1. (8) Given the product [Br:9][C:10]1[CH:11]=[C:12]([CH:13]2[C:21]3[C:22](=[O:26])[CH2:23][CH2:24][CH2:25][C:20]=3[NH:19][C:5]3[CH2:6][S:1][CH2:2][C:3](=[O:8])[C:4]2=3)[CH:15]=[CH:16][C:17]=1[F:18], predict the reactants needed to synthesize it. The reactants are: [S:1]1[CH2:6][C:5](=O)[CH2:4][C:3](=[O:8])[CH2:2]1.[Br:9][C:10]1[CH:11]=[C:12]([CH:15]=[CH:16][C:17]=1[F:18])[CH:13]=O.[NH2:19][C:20]1[CH2:25][CH2:24][CH2:23][C:22](=[O:26])[CH:21]=1. (9) Given the product [Cl:15][C:13]1[C:12]([Cl:16])=[CH:11][C:10]2[N:6]([CH2:5][CH2:4][OH:3])[C:7]([CH2:17][C:18]([F:19])([F:20])[F:21])=[N:8][C:9]=2[CH:14]=1, predict the reactants needed to synthesize it. The reactants are: C([O:3][C:4](=O)[CH2:5][N:6]1[C:10]2[CH:11]=[C:12]([Cl:16])[C:13]([Cl:15])=[CH:14][C:9]=2[N:8]=[C:7]1[CH2:17][C:18]([F:21])([F:20])[F:19])C.CC(C[AlH]CC(C)C)C.